Predict which catalyst facilitates the given reaction. From a dataset of Catalyst prediction with 721,799 reactions and 888 catalyst types from USPTO. (1) Reactant: [O:1]=[C:2]([N:28]1[CH2:32][CH2:31][CH2:30][CH2:29]1)[C@H:3]([NH:6][CH2:7][C:8]1[CH:13]=[CH:12][N:11]=[C:10]2[N:14](C(OC(C)(C)C)=O)[CH:15]=[C:16]([C:17]([O:19]C)=[O:18])[C:9]=12)[CH2:4][CH3:5].CO.[OH-].[Na+]. Product: [O:1]=[C:2]([N:28]1[CH2:29][CH2:30][CH2:31][CH2:32]1)[C@H:3]([NH:6][CH2:7][C:8]1[CH:13]=[CH:12][N:11]=[C:10]2[NH:14][CH:15]=[C:16]([C:17]([OH:19])=[O:18])[C:9]=12)[CH2:4][CH3:5]. The catalyst class is: 1. (2) Reactant: [C:1]([O:6]CC)(=O)[CH:2]=[N:3][OH:4].[F:9][C:10]1([F:20])[CH2:16][CH2:15][CH2:14][N:13]([CH2:17][CH2:18][NH2:19])[CH2:12][CH2:11]1. Product: [F:20][C:10]1([F:9])[CH2:16][CH2:15][CH2:14][N:13]([CH2:17][CH2:18][NH:19][C:1](=[O:6])[CH:2]=[N:3][OH:4])[CH2:12][CH2:11]1. The catalyst class is: 8. (3) Reactant: C[O:2][C:3](=[O:34])[CH2:4][C@:5]1([CH2:31][CH2:32][CH3:33])[C:10]2[NH:11][C:12]3[C:17]([C:9]=2[CH2:8][CH2:7][O:6]1)=[C:16]([C:18]#[N:19])[CH:15]=[C:14]([O:20][CH2:21][C:22]1[N:26]=[C:25]([N:27]([CH3:29])[CH3:28])[S:24][N:23]=1)[C:13]=3[CH3:30].[OH-].[Na+]. Product: [C:18]([C:16]1[CH:15]=[C:14]([O:20][CH2:21][C:22]2[N:26]=[C:25]([N:27]([CH3:28])[CH3:29])[S:24][N:23]=2)[C:13]([CH3:30])=[C:12]2[C:17]=1[C:9]1[CH2:8][CH2:7][O:6][C@@:5]([CH2:4][C:3]([OH:34])=[O:2])([CH2:31][CH2:32][CH3:33])[C:10]=1[NH:11]2)#[N:19]. The catalyst class is: 14.